From a dataset of Catalyst prediction with 721,799 reactions and 888 catalyst types from USPTO. Predict which catalyst facilitates the given reaction. (1) Reactant: [C:1]([OH:9])(=O)[C:2]1[CH:7]=[CH:6][N:5]=[CH:4][CH:3]=1.CN(C(ON1N=NC2C=CC=NC1=2)=[N+](C)C)C.F[P-](F)(F)(F)(F)F.CN1CCOCC1.[CH3:41][O:42][C:43]1[C:44]2[N:57]=[C:56]([NH2:58])[S:55][C:45]=2[C:46]([N:49]2[CH2:54][CH2:53][O:52][CH2:51][CH2:50]2)=[N:47][CH:48]=1. Product: [CH3:41][O:42][C:43]1[C:44]2[N:57]=[C:56]([NH:58][C:1](=[O:9])[C:2]3[CH:3]=[CH:4][N:5]=[CH:6][CH:7]=3)[S:55][C:45]=2[C:46]([N:49]2[CH2:50][CH2:51][O:52][CH2:53][CH2:54]2)=[N:47][CH:48]=1. The catalyst class is: 1. (2) Reactant: [C:1]([O:5][C:6]([N:8]1[CH2:13][CH2:12][NH:11][C@@H:10]([CH3:14])[CH2:9]1)=[O:7])([CH3:4])([CH3:3])[CH3:2].[Br:15][C:16]1[CH:17]=[N:18][C:19](Cl)=[N:20][CH:21]=1.C(N(CC)CC)C.O1CCOCC1. Product: [Br:15][C:16]1[CH:17]=[N:18][C:19]([N:11]2[CH2:12][CH2:13][N:8]([C:6]([O:5][C:1]([CH3:4])([CH3:2])[CH3:3])=[O:7])[CH2:9][C@@H:10]2[CH3:14])=[N:20][CH:21]=1. The catalyst class is: 6. (3) Product: [CH2:8]([Si:3]([CH2:4][C:5]1([Br:7])[CH2:6][C:42]1([Br:45])[Br:43])([CH2:10][CH3:11])[CH2:1][CH3:2])[CH3:9]. Reactant: [CH2:1]([Si:3]([CH2:10][CH3:11])([CH2:8][CH3:9])[CH2:4][C:5]([Br:7])=[CH2:6])[CH3:2].[OH-].[K+].[Br-].[Br-].C([N+](CC)(CC)CC[N+](CC1C=CC=CC=1)(CC)CC)C1C=CC=CC=1.[CH:42]([Br:45])(Br)[Br:43]. The catalyst class is: 34. (4) Reactant: [CH3:1][O:2][C:3]([NH:5][CH:6]1[CH2:11][CH2:10][CH2:9][N:8]([CH:12]([CH3:16])[C:13]([OH:15])=O)[C:7]1=[O:17])=[O:4].CN(C(ON1N=NC2C=CC=NC1=2)=[N+](C)C)C.F[P-](F)(F)(F)(F)F.CN1CCOCC1.[CH3:49][O:50][C:51](=[O:85])[NH:52][CH:53]([C:57]([N:59]1[CH2:63][CH2:62][CH2:61][CH:60]1[C:64]1[NH:65][C:66]([C:69]2[CH:74]=[CH:73][C:72]([C:75]3[CH:80]=[CH:79][C:78]([C:81](=[O:84])[CH2:82][NH2:83])=[CH:77][CH:76]=3)=[CH:71][CH:70]=2)=[CH:67][N:68]=1)=[O:58])[CH:54]([CH3:56])[CH3:55]. Product: [CH3:1][O:2][C:3](=[O:4])[NH:5][CH:6]1[CH2:11][CH2:10][CH2:9][N:8]([CH:12]([C:13](=[O:15])[NH:83][CH2:82][C:81]([C:78]2[CH:79]=[CH:80][C:75]([C:72]3[CH:71]=[CH:70][C:69]([C:66]4[NH:65][C:64]([CH:60]5[CH2:61][CH2:62][CH2:63][N:59]5[C:57](=[O:58])[CH:53]([NH:52][C:51]([O:50][CH3:49])=[O:85])[CH:54]([CH3:56])[CH3:55])=[N:68][CH:67]=4)=[CH:74][CH:73]=3)=[CH:76][CH:77]=2)=[O:84])[CH3:16])[C:7]1=[O:17]. The catalyst class is: 9. (5) Reactant: Cl[C:2]1[CH:7]=[CH:6][N:5]=[C:4]2[NH:8][CH:9]=[CH:10][C:3]=12.[F:11][C:12]1[CH:18]=[C:17]([OH:19])[CH:16]=[CH:15][C:13]=1[NH2:14].[OH-].[K+]. Product: [F:11][C:12]1[CH:18]=[C:17]([O:19][C:2]2[CH:7]=[CH:6][N:5]=[C:4]3[NH:8][CH:9]=[CH:10][C:3]=23)[CH:16]=[CH:15][C:13]=1[NH2:14]. The catalyst class is: 6.